From a dataset of Peptide-MHC class I binding affinity with 185,985 pairs from IEDB/IMGT. Regression. Given a peptide amino acid sequence and an MHC pseudo amino acid sequence, predict their binding affinity value. This is MHC class I binding data. (1) The binding affinity (normalized) is 0.0847. The MHC is HLA-A11:01 with pseudo-sequence HLA-A11:01. The peptide sequence is ELIKAMNHF. (2) The peptide sequence is KTSERSQPR. The MHC is HLA-A03:01 with pseudo-sequence HLA-A03:01. The binding affinity (normalized) is 0.609. (3) The binding affinity (normalized) is 0. The peptide sequence is THLEGKIIIV. The MHC is Mamu-A07 with pseudo-sequence Mamu-A07. (4) The peptide sequence is RRRPVTRPL. The MHC is HLA-A03:01 with pseudo-sequence HLA-A03:01. The binding affinity (normalized) is 0.0847. (5) The peptide sequence is FLQDESAYV. The MHC is HLA-A23:01 with pseudo-sequence HLA-A23:01. The binding affinity (normalized) is 0.0847.